The task is: Predict the reactants needed to synthesize the given product.. This data is from Full USPTO retrosynthesis dataset with 1.9M reactions from patents (1976-2016). (1) Given the product [F:15][C:16]1[CH:17]=[C:18]([S:24]([NH:1][C:4]2[CH:13]=[CH:12][CH:11]=[C:10]3[C:5]=2[CH:6]=[CH:7][C:8]([NH:39][CH:36]2[C:37]4[C:33](=[CH:32][CH:31]=[C:30]([O:29][CH3:28])[CH:38]=4)[CH2:34][CH2:35]2)=[N:9]3)(=[O:26])=[O:25])[CH:19]=[C:20]([F:23])[C:21]=1[F:22], predict the reactants needed to synthesize it. The reactants are: [N+:1]([C:4]1[CH:13]=[CH:12][CH:11]=[C:10]2[C:5]=1[CH:6]=[CH:7][C:8](Cl)=[N:9]2)([O-])=O.[F:15][C:16]1[CH:17]=[C:18]([S:24](Cl)(=[O:26])=[O:25])[CH:19]=[C:20]([F:23])[C:21]=1[F:22].[CH3:28][O:29][C:30]1[CH:38]=[C:37]2[C:33]([CH2:34][CH2:35][CH:36]2[NH2:39])=[CH:32][CH:31]=1. (2) Given the product [F:20][C:21]1[CH:49]=[CH:48][C:24]([CH2:25][NH:26][C:27](=[O:47])[C:28]2[CH:29]=[CH:30][C:31]([S:34]([N:37]3[C:45]4[C:40](=[CH:41][CH:42]=[CH:43][CH:44]=4)[C:39]([C:6]4[CH:11]=[N:10][CH:9]=[CH:8][N:7]=4)=[CH:38]3)(=[O:36])=[O:35])=[CH:32][CH:33]=2)=[CH:23][CH:22]=1, predict the reactants needed to synthesize it. The reactants are: C([Sn](CCCC)(CCCC)[C:6]1[CH:11]=[N:10][CH:9]=[CH:8][N:7]=1)CCC.[F:20][C:21]1[CH:49]=[CH:48][C:24]([CH2:25][NH:26][C:27](=[O:47])[C:28]2[CH:33]=[CH:32][C:31]([S:34]([N:37]3[C:45]4[C:40](=[CH:41][CH:42]=[CH:43][CH:44]=4)[C:39](I)=[CH:38]3)(=[O:36])=[O:35])=[CH:30][CH:29]=2)=[CH:23][CH:22]=1.CN(C=O)C. (3) Given the product [Br:19][C:16]1[CH:17]=[CH:18][C:13]([NH:12][C:5]2[NH:6][C:7](=[O:10])[CH:8]=[CH:9][C:4]=2[C:3]([OH:21])=[O:2])=[C:14]([F:20])[CH:15]=1, predict the reactants needed to synthesize it. The reactants are: C[O:2][C:3](=[O:21])[C:4]1[CH:9]=[CH:8][C:7]([O:10]C)=[N:6][C:5]=1[NH:12][C:13]1[CH:18]=[CH:17][C:16]([Br:19])=[CH:15][C:14]=1[F:20].COC(=O)C1C=CC(Cl)=NC=1NC1C=CC(Br)=CC=1F.C[O-].[Na+].CO. (4) Given the product [ClH:1].[C:2]([C:5]1[CH:39]=[CH:38][C:8]([C:9]([N:11]2[CH2:17][C@H:16]([NH:18][C:49](=[O:50])[C@H:48]([NH:47][CH3:45])[CH3:52])[C:15](=[O:19])[N:14]([CH2:20][C:21]3[C:30]4[C:25](=[CH:26][C:27]([Br:31])=[CH:28][CH:29]=4)[CH:24]=[CH:23][C:22]=3[O:32][CH3:33])[C:13]3[CH:34]=[CH:35][CH:36]=[CH:37][C:12]2=3)=[O:10])=[CH:7][CH:6]=1)(=[O:4])[CH3:3], predict the reactants needed to synthesize it. The reactants are: [ClH:1].[C:2]([C:5]1[CH:39]=[CH:38][C:8]([C:9]([N:11]2[CH2:17][C@H:16]([NH2:18])[C:15](=[O:19])[N:14]([CH2:20][C:21]3[C:30]4[C:25](=[CH:26][C:27]([Br:31])=[CH:28][CH:29]=4)[CH:24]=[CH:23][C:22]=3[O:32][CH3:33])[C:13]3[CH:34]=[CH:35][CH:36]=[CH:37][C:12]2=3)=[O:10])=[CH:7][CH:6]=1)(=[O:4])[CH3:3].C(O[C:45]([N:47](C)[C@H:48]([CH3:52])[C:49](O)=[O:50])=O)(C)(C)C. (5) The reactants are: [CH3:1][C:2]([C:4]1[CH:9]=[C:8]([O:10][CH3:11])[C:7]([O:12][CH3:13])=[C:6]([O:14][CH3:15])[CH:5]=1)=[O:3].[CH2:16]=O.Cl.[CH3:19][NH:20][CH3:21].Cl. Given the product [CH3:19][N:20]([CH2:16][CH2:1][C:2]([C:4]1[CH:5]=[C:6]([O:14][CH3:15])[C:7]([O:12][CH3:13])=[C:8]([O:10][CH3:11])[CH:9]=1)=[O:3])[CH3:21], predict the reactants needed to synthesize it. (6) The reactants are: [CH3:1][C:2]1[C:6]([C:7]2[CH:8]=[C:9]3[C:13](=[CH:14][CH:15]=2)[NH:12][C:11](=[O:16])[C:10]3=[O:17])=[C:5]([CH3:18])[O:4][N:3]=1.[C:19]1([Mg]Br)[CH:24]=[CH:23][CH:22]=[CH:21][CH:20]=1. Given the product [CH3:1][C:2]1[C:6]([C:7]2[CH:8]=[C:9]3[C:13](=[CH:14][CH:15]=2)[NH:12][C:11](=[O:16])[C:10]3([OH:17])[C:19]2[CH:24]=[CH:23][CH:22]=[CH:21][CH:20]=2)=[C:5]([CH3:18])[O:4][N:3]=1, predict the reactants needed to synthesize it. (7) Given the product [Br:30][C:31]1[CH:32]=[CH:33][C:34]([C:37]([N:8]([C:3]2[C:2]([Cl:1])=[CH:7][CH:6]=[CH:5][N:4]=2)[C@@H:9]2[CH2:14][CH2:13][CH2:12][N:11]([C:15]([O:17][C:18]([CH3:21])([CH3:20])[CH3:19])=[O:16])[CH2:10]2)=[O:38])=[N:35][CH:36]=1, predict the reactants needed to synthesize it. The reactants are: [Cl:1][C:2]1[C:3]([NH:8][C@@H:9]2[CH2:14][CH2:13][CH2:12][N:11]([C:15]([O:17][C:18]([CH3:21])([CH3:20])[CH3:19])=[O:16])[CH2:10]2)=[N:4][CH:5]=[CH:6][CH:7]=1.C[Mg]Cl.C1COCC1.[Br:30][C:31]1[CH:32]=[CH:33][C:34]([C:37](OC)=[O:38])=[N:35][CH:36]=1.